Task: Predict the reaction yield, written as a fraction of the theoretical maximum amount of product (1.0 means a 100% yield; for example, 0.34 means a 34% yield).. Dataset: Reaction yield outcomes from USPTO patents with 853,638 reactions (1) The reactants are C([NH:5][S:6]([C:9]1[S:10][C:11]([C:14]2[CH:19]=[C:18]([C:20]3[N:25]=[C:24]([C:26]4[CH:31]=[CH:30][C:29]([F:32])=[CH:28][CH:27]=4)[CH:23]=[C:22]([C:33]([F:36])([F:35])[F:34])[N:21]=3)[CH:17]=[CH:16][N:15]=2)=[CH:12][CH:13]=1)(=[O:8])=[O:7])(C)(C)C.C(O)(C(F)(F)F)=O. The catalyst is ClCCl. The product is [F:32][C:29]1[CH:28]=[CH:27][C:26]([C:24]2[CH:23]=[C:22]([C:33]([F:34])([F:35])[F:36])[N:21]=[C:20]([C:18]3[CH:17]=[CH:16][N:15]=[C:14]([C:11]4[S:10][C:9]([S:6]([NH2:5])(=[O:7])=[O:8])=[CH:13][CH:12]=4)[CH:19]=3)[N:25]=2)=[CH:31][CH:30]=1. The yield is 0.490. (2) The reactants are [O:1]1[CH:5]=[CH:4][C:3]([NH:6][C:7](=[O:13])[O:8][C:9]([CH3:12])([CH3:11])[CH3:10])=[CH:2]1.CN(CCN(C)C)C.C([Li])CCC.[C:27](=O)([O:30]C)[O:28][CH3:29]. The catalyst is C1COCC1. The product is [CH3:29][O:28][C:27]([C:2]1[O:1][CH:5]=[CH:4][C:3]=1[NH:6][C:7](=[O:13])[O:8][C:9]([CH3:10])([CH3:12])[CH3:11])=[O:30]. The yield is 0.510. (3) The reactants are CS(C)=O.C(Cl)(=O)C(Cl)=O.[Cl:11][C:12]1[CH:13]=[C:14]([CH3:30])[C:15]2[N:16]([C:18]([CH2:27][CH2:28][OH:29])=[C:19]([C:21]3[CH:26]=[CH:25][CH:24]=[CH:23][CH:22]=3)[N:20]=2)[CH:17]=1.C(Cl)(=O)C(Cl)=O.CS(C)=O.C(N(CC)C(C)C)(C)C. The catalyst is C(Cl)Cl.O. The product is [Cl:11][C:12]1[CH:13]=[C:14]([CH3:30])[C:15]2[N:16]([C:18]([CH2:27][CH:28]=[O:29])=[C:19]([C:21]3[CH:26]=[CH:25][CH:24]=[CH:23][CH:22]=3)[N:20]=2)[CH:17]=1. The yield is 0.280. (4) The reactants are [F:1][C:2]1[CH:3]=[C:4]2[C:8](=[CH:9][CH:10]=1)[N:7]([C:11]1[CH:16]=[C:15](I)[CH:14]=[CH:13][N:12]=1)[N:6]=[C:5]2[C:18]([NH2:20])=[O:19].[C:21]([C@:23]1([OH:30])[CH2:27][CH2:26][N:25]([CH3:28])[C:24]1=[O:29])#[CH:22]. No catalyst specified. The product is [F:1][C:2]1[CH:3]=[C:4]2[C:8](=[CH:9][CH:10]=1)[N:7]([C:11]1[CH:16]=[C:15]([C:22]#[C:21][C@:23]3([OH:30])[CH2:27][CH2:26][N:25]([CH3:28])[C:24]3=[O:29])[CH:14]=[CH:13][N:12]=1)[N:6]=[C:5]2[C:18]([NH2:20])=[O:19]. The yield is 0.370. (5) The reactants are C(OC([N:6]1[C:10]([NH:11][C:12](=[O:23])[C:13]2[CH:18]=[CH:17][C:16](F)=[C:15]([N+:20]([O-])=O)[CH:14]=2)=[C:9]2[CH2:24][N:25]([C:29](=[O:39])[NH:30][C:31]3[C:36]([Cl:37])=[CH:35][CH:34]=[CH:33][C:32]=3[Cl:38])[C:26]([CH3:28])([CH3:27])[C:8]2=[N:7]1)=O)C.[CH3:40][N:41]1[CH2:46][CH2:45][NH:44][CH2:43][CH2:42]1. The catalyst is C1COCC1. The product is [Cl:37][C:36]1[CH:35]=[CH:34][CH:33]=[C:32]([Cl:38])[C:31]=1[NH:30][C:29]([N:25]1[CH2:24][C:9]2[C:8](=[N:7][NH:6][C:10]=2[NH:11][C:12](=[O:23])[C:13]2[CH:18]=[CH:17][C:16]([N:44]3[CH2:45][CH2:46][N:41]([CH3:40])[CH2:42][CH2:43]3)=[C:15]([NH2:20])[CH:14]=2)[C:26]1([CH3:27])[CH3:28])=[O:39]. The yield is 0.700. (6) The reactants are [NH2:1][C:2]1[CH:3]=[N:4][CH:5]=[N:6][CH:7]=1.C([Li])CCC.Cl[C:14]1[N:19]=[C:18]([N:20]2[CH2:25][CH2:24][O:23][CH2:22][CH2:21]2)[N:17]=[C:16]([N:26]2[C:30]3[CH:31]=[CH:32][CH:33]=[C:34]([O:35][CH3:36])[C:29]=3[N:28]=[C:27]2[CH:37]([F:39])[F:38])[N:15]=1. The catalyst is C1COCC1.C(O)(=O)C.O. The product is [F:39][CH:37]([F:38])[C:27]1[N:26]([C:16]2[N:17]=[C:18]([N:20]3[CH2:25][CH2:24][O:23][CH2:22][CH2:21]3)[N:19]=[C:14]([NH:1][C:2]3[CH:3]=[N:4][CH:5]=[N:6][CH:7]=3)[N:15]=2)[C:30]2[CH:31]=[CH:32][CH:33]=[C:34]([O:35][CH3:36])[C:29]=2[N:28]=1. The yield is 0.200. (7) The reactants are [F:1][C:2]1[CH:3]=[CH:4][C:5]2[O:9][C:8]([C:10](N(OC)C)=[O:11])=[C:7]([CH3:16])[C:6]=2[CH:17]=1.[C:18]1(C)[CH:23]=[CH:22][CH:21]=[CH:20][CH:19]=1.[H-].C([Al+]CC(C)C)C(C)C.Cl.O1CCCC1.C1([Mg]Br)CCCCC1.[Cl-].[NH4+]. The catalyst is O1CCCC1. The product is [CH:18]1([CH:10]([C:8]2[O:9][C:5]3[CH:4]=[CH:3][C:2]([F:1])=[CH:17][C:6]=3[C:7]=2[CH3:16])[OH:11])[CH2:23][CH2:22][CH2:21][CH2:20][CH2:19]1. The yield is 0.270.